This data is from Forward reaction prediction with 1.9M reactions from USPTO patents (1976-2016). The task is: Predict the product of the given reaction. The product is: [OH:21][NH:20][C:17](=[O:19])[CH2:16][CH2:15][CH2:14][CH2:13][CH2:12][CH2:11][C:1](=[O:10])[C:2]1[CH:7]=[CH:6][C:5]([O:8][CH3:9])=[CH:4][CH:3]=1. Given the reactants [C:1]([CH2:11][CH2:12][CH2:13][CH2:14][CH2:15][CH2:16][C:17]([OH:19])=O)(=[O:10])[C:2]1[CH:7]=[CH:6][C:5]([O:8][CH3:9])=[CH:4][CH:3]=1.[NH2:20][OH:21].Cl, predict the reaction product.